This data is from Full USPTO retrosynthesis dataset with 1.9M reactions from patents (1976-2016). The task is: Predict the reactants needed to synthesize the given product. (1) Given the product [F:1][C:2]1[N:7]2[CH:8]=[C:9]([CH2:11][NH:12][C@@H:13]3[C:22]4[N:21]=[CH:20][CH:19]=[CH:18][C:17]=4[CH2:16][CH2:15][CH2:14]3)[N:10]=[C:6]2[CH:5]=[CH:4][CH:3]=1, predict the reactants needed to synthesize it. The reactants are: [F:1][C:2]1[N:7]2[CH:8]=[C:9]([CH2:11][N:12]([C@H](C3C=CC(OC)=CC=3)C)[C@@H:13]3[C:22]4[N:21]=[CH:20][CH:19]=[CH:18][C:17]=4[CH2:16][CH2:15][CH2:14]3)[N:10]=[C:6]2[CH:5]=[CH:4][CH:3]=1. (2) The reactants are: C([O:4][CH2:5][CH:6]([CH2:12][CH:13]([C:26]1[O:27][C:28]([Br:41])=[C:29]([C:31]2[CH:36]=[CH:35][C:34]([C:37]([F:40])([F:39])[F:38])=[CH:33][CH:32]=2)[N:30]=1)[O:14][C:15]1[CH:20]=[CH:19][C:18]([F:21])=[C:17]([C:22](=[O:24])[NH2:23])[C:16]=1[F:25])[CH2:7][O:8]C(=O)C)(=O)C.C([O-])([O-])=O.[K+].[K+]. Given the product [Br:41][C:28]1[O:27][C:26]([CH:13]([O:14][C:15]2[C:16]([F:25])=[C:17]([C:18]([F:21])=[CH:19][CH:20]=2)[C:22]([NH2:23])=[O:24])[CH2:12][CH:6]([CH2:5][OH:4])[CH2:7][OH:8])=[N:30][C:29]=1[C:31]1[CH:32]=[CH:33][C:34]([C:37]([F:38])([F:39])[F:40])=[CH:35][CH:36]=1, predict the reactants needed to synthesize it. (3) Given the product [F:15][C:10]([F:16])([C:9]1[C:5]([C:4]([O:3][CH2:1][CH3:2])=[O:18])=[CH:6][NH:20][N:19]=1)[C:11]([F:14])([F:13])[F:12], predict the reactants needed to synthesize it. The reactants are: [CH2:1]([O:3][CH:4]=[C:5]([C:9](=O)[C:10]([F:16])([F:15])[C:11]([F:14])([F:13])[F:12])[C:6]([O-])=O)[CH3:2].[OH2:18].[NH2:19][NH2:20]. (4) Given the product [C:31]1([CH:37]2[N:38]([CH2:61][O:62][CH2:63][CH2:64][Si:65]([CH3:68])([CH3:67])[CH3:66])[C:39]([C:21]3[CH:22]=[C:23]4[C:27](=[CH:28][CH:29]=3)[C:26](=[O:30])[CH2:25][CH2:24]4)=[C:40]([C:42]3[CH:43]=[CH:44][N:45]=[CH:46][CH:47]=3)[NH:41]2)[CH:32]=[CH:33][CH:34]=[CH:35][CH:36]=1, predict the reactants needed to synthesize it. The reactants are: C1(P(C2C=CC=CC=2)C2C=CC=CC=2)C=CC=CC=1.Br[C:21]1[CH:22]=[C:23]2[C:27](=[CH:28][CH:29]=1)[C:26](=[O:30])[CH2:25][CH2:24]2.[C:31]1([C:37]2[N:38]([CH2:61][O:62][CH2:63][CH2:64][Si:65]([CH3:68])([CH3:67])[CH3:66])[C:39]([Sn](CCCC)(CCCC)CCCC)=[C:40]([C:42]3[CH:47]=[CH:46][N:45]=[CH:44][CH:43]=3)[N:41]=2)[CH:36]=[CH:35][CH:34]=[CH:33][CH:32]=1. (5) Given the product [CH3:1][C:2]([Si:5]([CH3:30])([CH3:29])[O:6][CH2:7][C@@H:8]([O:10][C:11]1[CH:12]=[C:13]([CH:18]=[C:19]([O:21][CH2:22][C:23]2[CH:24]=[CH:25][CH:26]=[CH:27][CH:28]=2)[CH:20]=1)[C:14]([OH:16])=[O:15])[CH3:9])([CH3:3])[CH3:4], predict the reactants needed to synthesize it. The reactants are: [CH3:1][C:2]([Si:5]([CH3:30])([CH3:29])[O:6][CH2:7][C@@H:8]([O:10][C:11]1[CH:12]=[C:13]([CH:18]=[C:19]([O:21][CH2:22][C:23]2[CH:28]=[CH:27][CH:26]=[CH:25][CH:24]=2)[CH:20]=1)[C:14]([O:16]C)=[O:15])[CH3:9])([CH3:4])[CH3:3].O.O.[OH-].[Li+].C(O)(=O)CC(CC(O)=O)(C(O)=O)O. (6) Given the product [N+:1]([C:4]1[CH:17]=[CH:16][C:7]([O:8][C:9]2[CH:14]=[CH:13][N:12]=[C:11]([NH:15][C:21]([N:20]3[CH2:23][CH2:24][CH2:19][CH2:18]3)=[O:25])[CH:10]=2)=[CH:6][CH:5]=1)([O-:3])=[O:2], predict the reactants needed to synthesize it. The reactants are: [N+:1]([C:4]1[CH:17]=[CH:16][C:7]([O:8][C:9]2[CH:14]=[CH:13][N:12]=[C:11]([NH2:15])[CH:10]=2)=[CH:6][CH:5]=1)([O-:3])=[O:2].[CH2:18]([N:20]([CH2:23][CH3:24])[CH2:21]C)[CH3:19].[O:25]1CCCC1. (7) Given the product [OH:12][C:8]1[CH:7]=[CH:6][CH:5]=[C:4]2[C:9]=1[CH:10]=[CH:11][C:2]([N:1]1[C:13](=[O:14])[C:21]3[C:16](=[CH:17][CH:18]=[CH:19][CH:20]=3)[C:15]1=[O:22])=[CH:3]2, predict the reactants needed to synthesize it. The reactants are: [NH2:1][C:2]1[CH:3]=[C:4]2[C:9](=[CH:10][CH:11]=1)[C:8]([OH:12])=[CH:7][CH:6]=[CH:5]2.[C:13]1(=O)[C:21]2[C:16](=[CH:17][CH:18]=[CH:19][CH:20]=2)[C:15](=[O:22])[O:14]1. (8) Given the product [ClH:25].[C:19]1([C:16]2[N:15]=[C:14]([CH:10]3[O:11][CH2:12][CH2:13][NH:8][CH2:9]3)[O:18][N:17]=2)[CH:20]=[CH:21][CH:22]=[CH:23][CH:24]=1, predict the reactants needed to synthesize it. The reactants are: C([N:8]1[CH2:13][CH2:12][O:11][CH:10]([C:14]2[O:18][N:17]=[C:16]([C:19]3[CH:24]=[CH:23][CH:22]=[CH:21][CH:20]=3)[N:15]=2)[CH2:9]1)C1C=CC=CC=1.[Cl:25]C(OCCCl)=O. (9) Given the product [O:13]1[C:17]2[CH:18]=[CH:19][CH:20]=[CH:21][C:16]=2[CH:15]=[C:14]1[C:22]1[N:26]2[N:27]=[C:28]([NH:10][C:8](=[O:9])[CH2:7][C:2]3[CH:3]=[CH:4][CH:5]=[CH:6][N:1]=3)[CH:29]=[CH:30][C:25]2=[N:24][CH:23]=1, predict the reactants needed to synthesize it. The reactants are: [N:1]1[CH:6]=[CH:5][CH:4]=[CH:3][C:2]=1[CH2:7][C:8]([NH2:10])=[O:9].[H-].[Na+].[O:13]1[C:17]2[CH:18]=[CH:19][CH:20]=[CH:21][C:16]=2[CH:15]=[C:14]1[C:22]1[N:26]2[N:27]=[C:28](Cl)[CH:29]=[CH:30][C:25]2=[N:24][CH:23]=1. (10) Given the product [CH3:1][O:2][C:3]([C:5]1[CH:14]=[CH:13][C:12]2[C@H:11]([N:30]=[N+:31]=[N-:32])[CH2:10][CH2:9][CH2:8][C:7]=2[CH:6]=1)=[O:4], predict the reactants needed to synthesize it. The reactants are: [CH3:1][O:2][C:3]([C:5]1[CH:14]=[CH:13][C:12]2[C@@H:11](O)[CH2:10][CH2:9][CH2:8][C:7]=2[CH:6]=1)=[O:4].C1C=CC(P([N:30]=[N+:31]=[N-:32])(C2C=CC=CC=2)=O)=CC=1.C1CCN2C(=NCCC2)CC1.